Dataset: Full USPTO retrosynthesis dataset with 1.9M reactions from patents (1976-2016). Task: Predict the reactants needed to synthesize the given product. (1) Given the product [F:28][C:22]1[CH:23]=[C:24]([CH3:27])[CH:25]=[CH:26][C:21]=1[NH:20][C:14]1[C:13]2[C:18](=[CH:19][C:10]([OH:9])=[C:11]([O:29][CH3:30])[CH:12]=2)[N:17]=[CH:16][N:15]=1, predict the reactants needed to synthesize it. The reactants are: Cl.C([O:9][C:10]1[CH:19]=[C:18]2[C:13]([C:14]([NH:20][C:21]3[CH:26]=[CH:25][C:24]([CH3:27])=[CH:23][C:22]=3[F:28])=[N:15][CH:16]=[N:17]2)=[CH:12][C:11]=1[O:29][CH3:30])C1C=CC=CC=1. (2) Given the product [CH3:8][C:7]1[CH:9]=[CH:10][C:4]([S:1]([NH:17][C@@H:16]([C:15]([O:14][CH3:13])=[O:19])[CH3:18])(=[O:3])=[O:2])=[CH:5][CH:6]=1, predict the reactants needed to synthesize it. The reactants are: [S:1](Cl)([C:4]1[CH:10]=[CH:9][C:7]([CH3:8])=[CH:6][CH:5]=1)(=[O:3])=[O:2].Cl.[CH3:13][O:14][C:15](=[O:19])[C@@H:16]([CH3:18])[NH2:17]. (3) Given the product [CH3:1][C:2]1([CH3:16])[C:7](=[O:8])[N:6]([CH3:19])[C:5]2[CH:9]=[C:10]([N+:13]([O-:15])=[O:14])[CH:11]=[CH:12][C:4]=2[O:3]1, predict the reactants needed to synthesize it. The reactants are: [CH3:1][C:2]1([CH3:16])[C:7](=[O:8])[NH:6][C:5]2[CH:9]=[C:10]([N+:13]([O-:15])=[O:14])[CH:11]=[CH:12][C:4]=2[O:3]1.[H-].[Na+].[CH3:19]I. (4) Given the product [Br:1][C:2]1[C:11]2[C:6](=[CH:7][CH:8]=[CH:9][C:10]=2[CH3:12])[C:5]([Cl:16])=[N:4][CH:3]=1, predict the reactants needed to synthesize it. The reactants are: [Br:1][C:2]1[C:11]2[C:6](=[CH:7][CH:8]=[CH:9][C:10]=2[CH3:12])[C:5](=O)[NH:4][CH:3]=1.O=P(Cl)(Cl)[Cl:16]. (5) Given the product [NH2:1][C:2]1[N:6]([C:7]2[CH:16]=[CH:15][C:10]3[NH:11][C:12]([CH3:14])=[N:13][C:9]=3[CH:8]=2)[N:5]=[CH:4][C:3]=1[C:17]([C:19]1[N:20]([S:29]([C:32]2[CH:37]=[CH:36][C:35]([CH3:38])=[CH:34][CH:33]=2)(=[O:31])=[O:30])[C:21]2[C:26]([CH:27]=1)=[CH:25][CH:24]=[C:23]([CH:39]=[O:40])[CH:22]=2)=[O:18], predict the reactants needed to synthesize it. The reactants are: [NH2:1][C:2]1[N:6]([C:7]2[CH:16]=[CH:15][C:10]3[NH:11][C:12]([CH3:14])=[N:13][C:9]=3[CH:8]=2)[N:5]=[CH:4][C:3]=1[C:17]([C:19]1[N:20]([S:29]([C:32]2[CH:37]=[CH:36][C:35]([CH3:38])=[CH:34][CH:33]=2)(=[O:31])=[O:30])[C:21]2[C:26]([CH:27]=1)=[CH:25][CH:24]=[C:23](I)[CH:22]=2)=[O:18].[C:39](=O)([O-])[O-:40].[Na+].[Na+].C([SiH](CC)CC)C.[C]=O. (6) Given the product [CH3:1][C:2]1[CH:7]=[CH:6][N:5]=[C:4]([CH2:8][OH:21])[C:3]=1[CH2:10][O:11][CH:12]1[CH2:17][CH2:16][CH2:15][CH2:14][O:13]1, predict the reactants needed to synthesize it. The reactants are: [CH3:1][C:2]1[CH:7]=[CH:6][N:5]=[C:4]([CH:8]=C)[C:3]=1[CH2:10][O:11][CH:12]1[CH2:17][CH2:16][CH2:15][CH2:14][O:13]1.[BH4-].[Na+].C[OH:21]. (7) The reactants are: [N:1]1[C:6]2=[N:7][N:8]3[CH:13]=[CH:12][CH:11]=[CH:10][C:9]3=[C:5]2[C:4](N)=[N:3][CH:2]=1. Given the product [N:1]1[C:6]2=[N:7][N:8]3[CH:13]=[CH:12][CH:11]=[CH:10][C:9]3=[C:5]2[CH:4]=[N:3][CH:2]=1, predict the reactants needed to synthesize it.